From a dataset of NCI-60 drug combinations with 297,098 pairs across 59 cell lines. Regression. Given two drug SMILES strings and cell line genomic features, predict the synergy score measuring deviation from expected non-interaction effect. (1) Drug 2: CC(C)(C#N)C1=CC(=CC(=C1)CN2C=NC=N2)C(C)(C)C#N. Drug 1: CCC1(CC2CC(C3=C(CCN(C2)C1)C4=CC=CC=C4N3)(C5=C(C=C6C(=C5)C78CCN9C7C(C=CC9)(C(C(C8N6C)(C(=O)OC)O)OC(=O)C)CC)OC)C(=O)OC)O.OS(=O)(=O)O. Synergy scores: CSS=2.92, Synergy_ZIP=-3.20, Synergy_Bliss=-4.35, Synergy_Loewe=-5.23, Synergy_HSA=-3.84. Cell line: HOP-92. (2) Drug 1: CNC(=O)C1=CC=CC=C1SC2=CC3=C(C=C2)C(=NN3)C=CC4=CC=CC=N4. Drug 2: CC1=C2C(C(=O)C3(C(CC4C(C3C(C(C2(C)C)(CC1OC(=O)C(C(C5=CC=CC=C5)NC(=O)OC(C)(C)C)O)O)OC(=O)C6=CC=CC=C6)(CO4)OC(=O)C)OC)C)OC. Cell line: MCF7. Synergy scores: CSS=48.6, Synergy_ZIP=8.08, Synergy_Bliss=7.99, Synergy_Loewe=-13.0, Synergy_HSA=9.59.